Predict the reactants needed to synthesize the given product. From a dataset of Full USPTO retrosynthesis dataset with 1.9M reactions from patents (1976-2016). Given the product [CH:22]1[C:21]2[C:20]3([CH2:18][N:1]4[CH2:6][CH2:5][CH:4]([NH:7][C:8]5[CH:17]=[CH:16][C:15]6[C:10](=[CH:11][CH:12]=[CH:13][CH:14]=6)[N:9]=5)[CH2:3][CH2:2]4)[CH2:34][CH:27]([C:28]4[C:33]3=[CH:32][CH:31]=[CH:30][CH:29]=4)[C:26]=2[CH:25]=[CH:24][CH:23]=1, predict the reactants needed to synthesize it. The reactants are: [NH:1]1[CH2:6][CH2:5][CH:4]([NH:7][C:8]2[CH:17]=[CH:16][C:15]3[C:10](=[CH:11][CH:12]=[CH:13][CH:14]=3)[N:9]=2)[CH2:3][CH2:2]1.[CH:18]([C:20]12[CH2:34][CH:27]([C:28]3[CH:29]=[CH:30][CH:31]=[CH:32][C:33]=31)[C:26]1[C:21]2=[CH:22][CH:23]=[CH:24][CH:25]=1)=O.